From a dataset of Reaction yield outcomes from USPTO patents with 853,638 reactions. Predict the reaction yield, written as a fraction of the theoretical maximum amount of product (1.0 means a 100% yield; for example, 0.34 means a 34% yield). (1) The reactants are [CH3:1][O:2][C:3]1[C:8]([O:9][CH3:10])=[CH:7][CH:6]=[CH:5][C:4]=1[OH:11].Cl[C:13]1[C:18]([N+:19]([O-:21])=[O:20])=[CH:17][CH:16]=[CH:15][C:14]=1[CH3:22].[CH3:23][O:24][C:25]1[C:39]([O:40][CH3:41])=[CH:38][CH:37]=[CH:36][C:26]=1[O:27][C:28]1[C:34]([CH3:35])=[CH:33][CH:32]=[CH:31][C:29]=1[NH2:30].[NH2:42][C:43]1[S:44][CH:45]=[CH:46][N:47]=1. The yield is 0.560. The product is [CH3:1][O:2][C:3]1[C:8]([O:9][CH3:10])=[CH:7][CH:6]=[CH:5][C:4]=1[O:11][C:13]1[C:18]([N+:19]([O-:21])=[O:20])=[CH:17][CH:16]=[CH:15][C:14]=1[CH3:22].[CH3:23][O:24][C:25]1[C:39]([O:40][CH3:41])=[CH:38][CH:37]=[CH:36][C:26]=1[O:27][C:28]1[C:34]([CH3:35])=[CH:33][CH:32]=[CH:31][C:29]=1[NH:30][C:4]([NH:42][C:43]1[S:44][CH:45]=[CH:46][N:47]=1)=[O:11]. No catalyst specified. (2) The catalyst is CN(C=O)C. The yield is 0.960. The product is [Br:3][C:4]1[CH:9]=[CH:8][C:7]([N:10]([CH3:18])[S:11]([CH3:14])(=[O:12])=[O:13])=[C:6]([N+:15]([O-:17])=[O:16])[CH:5]=1. The reactants are CI.[Br:3][C:4]1[CH:9]=[CH:8][C:7]([NH:10][S:11]([CH3:14])(=[O:13])=[O:12])=[C:6]([N+:15]([O-:17])=[O:16])[CH:5]=1.[C:18]([O-])([O-])=O.[K+].[K+].O. (3) The catalyst is CCOC(C)=O. The reactants are [CH3:1][CH:2]([CH3:20])[CH2:3][CH2:4][NH:5][C:6]([C:8]1[N:9]=[N:10][C:11]([N:14]2[CH2:19][CH2:18][NH:17][CH2:16][CH2:15]2)=[CH:12][CH:13]=1)=[O:7].[F:21][C:22]([F:32])([F:31])[C:23]1[CH:30]=[CH:29][CH:28]=[CH:27][C:24]=1[CH2:25]Cl.N12CCCN=C1CCCCC2. The yield is 0.720. The product is [CH3:1][CH:2]([CH3:20])[CH2:3][CH2:4][NH:5][C:6]([C:8]1[N:9]=[N:10][C:11]([N:14]2[CH2:19][CH2:18][N:17]([CH2:25][C:24]3[CH:27]=[CH:28][CH:29]=[CH:30][C:23]=3[C:22]([F:21])([F:31])[F:32])[CH2:16][CH2:15]2)=[CH:12][CH:13]=1)=[O:7]. (4) The reactants are [NH2:1][CH2:2][C:3]1([OH:16])[CH2:8][CH2:7][N:6]([C:9]([O:11][C:12]([CH3:15])([CH3:14])[CH3:13])=[O:10])[CH2:5][CH2:4]1.C(N(CC)CC)C.Cl[C:25]1[C:34]2[C:29](=[CH:30][CH:31]=[CH:32][CH:33]=2)[N:28]=[CH:27][C:26]=1[N+:35]([O-:37])=[O:36]. The catalyst is ClCCl. The product is [OH:16][C:3]1([CH2:2][NH:1][C:25]2[C:34]3[C:29](=[CH:30][CH:31]=[CH:32][CH:33]=3)[N:28]=[CH:27][C:26]=2[N+:35]([O-:37])=[O:36])[CH2:4][CH2:5][N:6]([C:9]([O:11][C:12]([CH3:13])([CH3:15])[CH3:14])=[O:10])[CH2:7][CH2:8]1. The yield is 0.820. (5) The reactants are [CH2:1]([O:3][C:4](=[O:7])[CH2:5]Br)[CH3:2].[CH2:8]([CH:11]1[CH2:15][N:14]([CH2:16][C:17]2[N:18]=[CH:19][N:20](C(C3C=CC=CC=3)(C3C=CC=CC=3)C3C=CC=CC=3)[CH:21]=2)[C:13](=[O:41])[CH2:12]1)[CH2:9][CH3:10]. The catalyst is C(#N)C. The product is [O:41]=[C:13]1[CH2:12][CH:11]([CH2:8][CH2:9][CH3:10])[CH2:15][N:14]1[CH2:16][C:17]1[N:18]([CH2:5][C:4]([O:3][CH2:1][CH3:2])=[O:7])[CH:19]=[N:20][CH:21]=1. The yield is 0.300. (6) The reactants are [Br:1][C:2]1[CH:7]=[CH:6][C:5]([CH2:8][C:9]([OH:11])=O)=[CH:4][CH:3]=1.[C:12]1([S:18][CH3:19])[CH:17]=[CH:16][CH:15]=[CH:14][CH:13]=1. The catalyst is S(Cl)(Cl)=O.CCOCC. The product is [Br:1][C:2]1[CH:3]=[CH:4][C:5]([CH2:8][C:9]([C:15]2[CH:16]=[CH:17][C:12]([S:18][CH3:19])=[CH:13][CH:14]=2)=[O:11])=[CH:6][CH:7]=1. The yield is 0.460.